From a dataset of Forward reaction prediction with 1.9M reactions from USPTO patents (1976-2016). Predict the product of the given reaction. (1) Given the reactants Cl.[CH2:2]1[C:11]2[C:6](=[CH:7][CH:8]=[CH:9][CH:10]=2)[CH2:5][CH:4]([C:12]([O:14][CH3:15])=[O:13])[NH:3]1.C(Cl)Cl.CCN(C(C)C)C(C)C.[Cl:28][C:29]1[CH:30]=[C:31]([S:36](Cl)(=[O:38])=[O:37])[CH:32]=[C:33]([Cl:35])[CH:34]=1, predict the reaction product. The product is: [Cl:35][C:33]1[CH:32]=[C:31]([S:36]([N:3]2[CH:4]([C:12]([O:14][CH3:15])=[O:13])[CH2:5][C:6]3[C:11](=[CH:10][CH:9]=[CH:8][CH:7]=3)[CH2:2]2)(=[O:37])=[O:38])[CH:30]=[C:29]([Cl:28])[CH:34]=1. (2) Given the reactants ClS([N:5]=[C:6]=O)(=O)=O.CC(OC([N:15](C(OC(C)(C)C)=O)[C:16]1[CH:17]=[N:18][CH:19]=[C:20]([C:22]2[N:23]([CH3:32])[C:24]3[C:29]([CH:30]=2)=[CH:28][CH:27]=[C:26]([Cl:31])[CH:25]=3)[CH:21]=1)=O)(C)C.CN(C=O)C, predict the reaction product. The product is: [NH2:15][C:16]1[CH:21]=[C:20]([C:22]2[N:23]([CH3:32])[C:24]3[C:29]([C:30]=2[C:6]#[N:5])=[CH:28][CH:27]=[C:26]([Cl:31])[CH:25]=3)[CH:19]=[N:18][CH:17]=1. (3) Given the reactants [NH2:1][C:2]1[CH:3]=[CH:4][C:5]([O:8][C:9]2[CH:14]=[CH:13][C:12]([CH2:15][CH2:16][C:17]([N:19]3[CH2:24][CH2:23][N:22]([CH2:25][C:26]4[CH:34]=[CH:33][C:32]5[O:31][CH2:30][O:29][C:28]=5[CH:27]=4)[CH2:21][CH2:20]3)=[O:18])=[CH:11][CH:10]=2)=[N:6][CH:7]=1.C(N(C(C)C)C(C)C)C.[Cl:44][C:45]1[CH:46]=[C:47]([N:52]=[C:53]=[O:54])[CH:48]=[CH:49][C:50]=1[Cl:51], predict the reaction product. The product is: [CH2:25]([N:22]1[CH2:23][CH2:24][N:19]([C:17](=[O:18])[CH2:16][CH2:15][C:12]2[CH:11]=[CH:10][C:9]([O:8][C:5]3[N:6]=[CH:7][C:2]([NH:1][C:53]([NH:52][C:47]4[CH:48]=[CH:49][C:50]([Cl:51])=[C:45]([Cl:44])[CH:46]=4)=[O:54])=[CH:3][CH:4]=3)=[CH:14][CH:13]=2)[CH2:20][CH2:21]1)[C:26]1[CH:34]=[CH:33][C:32]2[O:31][CH2:30][O:29][C:28]=2[CH:27]=1.